From a dataset of Merck oncology drug combination screen with 23,052 pairs across 39 cell lines. Regression. Given two drug SMILES strings and cell line genomic features, predict the synergy score measuring deviation from expected non-interaction effect. Drug 1: N.N.O=C(O)C1(C(=O)O)CCC1.[Pt]. Drug 2: COC1=C2CC(C)CC(OC)C(O)C(C)C=C(C)C(OC(N)=O)C(OC)C=CC=C(C)C(=O)NC(=CC1=O)C2=O. Cell line: RKO. Synergy scores: synergy=13.5.